From a dataset of Forward reaction prediction with 1.9M reactions from USPTO patents (1976-2016). Predict the product of the given reaction. (1) Given the reactants [Br:1][C:2]1[CH:10]=[CH:9][C:5]([C:6](Cl)=[O:7])=[CH:4][CH:3]=1.[NH2:11][C:12]1[CH:21]=[C:20]2[C:15]([CH:16]=[CH:17][CH:18]=[N:19]2)=[CH:14][CH:13]=1, predict the reaction product. The product is: [Br:1][C:2]1[CH:10]=[CH:9][C:5]([C:6]([NH:11][C:12]2[CH:21]=[C:20]3[C:15]([CH:16]=[CH:17][CH:18]=[N:19]3)=[CH:14][CH:13]=2)=[O:7])=[CH:4][CH:3]=1. (2) Given the reactants [C:1]([OH:9])(=[O:8])[C:2]1[CH:7]=[CH:6][CH:5]=[CH:4][CH:3]=1.CC1C=CC=CC=1C(O)=O.BrC1C=CC=CC=1C.C([Li])CCC.C(=O)=O.[Cl:36]C1C=CC(Br)=CC=1, predict the reaction product. The product is: [Cl:36][C:5]1[CH:6]=[CH:7][C:2]([C:1]([OH:9])=[O:8])=[CH:3][CH:4]=1.